This data is from hERG Central: cardiac toxicity at 1µM, 10µM, and general inhibition. The task is: Predict hERG channel inhibition at various concentrations. (1) The drug is COCCN1C=C2C(=O)C(C)(OC(=O)CCc3ccccc3)C(=O)C=C2C=C1c1ccc(C#N)cc1. Results: hERG_inhib (hERG inhibition (general)): blocker. (2) The drug is COC(=O)c1sc(S(=O)(=O)NCc2ccccc2)c(C(=O)OC)c1C. Results: hERG_inhib (hERG inhibition (general)): blocker. (3) Results: hERG_inhib (hERG inhibition (general)): blocker. The compound is COc1ccc(C(=O)Nc2nc3ccccc3s2)cc1OC. (4) The drug is Cc1ccc(CN2CCN(Cc3cccn3-c3nccs3)CC2CCO)cc1. Results: hERG_inhib (hERG inhibition (general)): blocker. (5) The molecule is OC1(c2cccs2)CN(c2ccc(Br)cc2)C2=[N+]1CCCS2.[Br-]. Results: hERG_inhib (hERG inhibition (general)): blocker. (6) The molecule is COc1cc(OC)cc(C(=O)NCC2CCCN(Cc3ccc(SC)cc3)C2)c1. Results: hERG_inhib (hERG inhibition (general)): blocker. (7) The drug is Cc1ccc2c(c1)C1CN(C)CCC1N2C(=O)/C=C/c1ccc2c(c1)OCO2. Results: hERG_inhib (hERG inhibition (general)): blocker. (8) The compound is C/C(CC(=O)N(C(C)C)C(C)C)=N\NC(=O)COc1ccc(Br)cc1Br. Results: hERG_inhib (hERG inhibition (general)): blocker. (9) The drug is CSCCC(NS(=O)(=O)c1ccccc1)C(=O)OCc1cc(=O)oc2cc(O)ccc12. Results: hERG_inhib (hERG inhibition (general)): blocker.